Dataset: Catalyst prediction with 721,799 reactions and 888 catalyst types from USPTO. Task: Predict which catalyst facilitates the given reaction. Reactant: [Cl:1][C:2]1[CH:3]=[CH:4][C:5]2[NH:11][C:10](=O)[C@@H:9]([CH2:13][C:14]([O:16][CH2:17][CH3:18])=[O:15])[O:8][C@H:7]([C:19]3[C:20]([O:25][CH3:26])=[N:21][CH:22]=[CH:23][CH:24]=3)[C:6]=2[CH:27]=1.C(=O)([O-])O.[Na+].P12(SP3(SP(SP(S3)(S1)=S)(=S)S2)=S)=[S:34].C(OCC)(=O)C. Product: [Cl:1][C:2]1[CH:3]=[CH:4][C:5]2[NH:11][C:10](=[S:34])[C@@H:9]([CH2:13][C:14]([O:16][CH2:17][CH3:18])=[O:15])[O:8][C@H:7]([C:19]3[C:20]([O:25][CH3:26])=[N:21][CH:22]=[CH:23][CH:24]=3)[C:6]=2[CH:27]=1. The catalyst class is: 7.